From a dataset of Catalyst prediction with 721,799 reactions and 888 catalyst types from USPTO. Predict which catalyst facilitates the given reaction. (1) Reactant: [C:1]([O:5][C@@H:6]([C:12]1[C:27]([CH3:28])=[CH:26][C:15]2[N:16]=[C:17]([C:19]3[CH:24]=[CH:23][N:22]=[C:21](Cl)[N:20]=3)[S:18][C:14]=2[C:13]=1[C:29]1[CH:34]=[CH:33][C:32]([Cl:35])=[CH:31][CH:30]=1)[C:7]([O:9][CH2:10][CH3:11])=[O:8])([CH3:4])([CH3:3])[CH3:2].[CH3:36][O:37][C:38]1[CH:39]=[C:40](B(O)O)[CH:41]=[CH:42][C:43]=1[O:44][CH3:45].C([O-])([O-])=O.[K+].[K+]. Product: [C:1]([O:5][C@@H:6]([C:12]1[C:27]([CH3:28])=[CH:26][C:15]2[N:16]=[C:17]([C:19]3[CH:24]=[CH:23][N:22]=[C:21]([C:41]4[CH:40]=[CH:39][C:38]([O:37][CH3:36])=[C:43]([O:44][CH3:45])[CH:42]=4)[N:20]=3)[S:18][C:14]=2[C:13]=1[C:29]1[CH:34]=[CH:33][C:32]([Cl:35])=[CH:31][CH:30]=1)[C:7]([O:9][CH2:10][CH3:11])=[O:8])([CH3:2])([CH3:3])[CH3:4]. The catalyst class is: 73. (2) Reactant: [CH3:1][C:2]1[N:7]=[C:6]([C:8]([OH:10])=[O:9])[C:5]([O:11][CH2:12][CH2:13][CH3:14])=[CH:4][CH:3]=1.CN(C(ON1N=NC2C=CC=CC1=2)=[N+](C)C)C.[B-](F)(F)(F)F.CCN(C(C)C)C(C)C.[ClH:46].[F:47][C:48]1[C:49]2[N:50]([CH:54]=[C:55]([CH2:57][C@@H:58]3[CH2:63][CH2:62][CH2:61][CH2:60][NH:59]3)[N:56]=2)[CH:51]=[CH:52][CH:53]=1.C([O-])(O)=O.[Na+]. Product: [F:47][C:48]1[C:49]2[N:50]([CH:54]=[C:55]([CH2:57][C@@H:58]3[CH2:63][CH2:62][CH2:61][CH2:60][N:59]3[C:8]([C:6]3[C:5]([O:11][CH2:12][CH2:13][CH3:14])=[CH:4][CH:3]=[C:2]([CH3:1])[N:7]=3)=[O:10])[N:56]=2)[CH:51]=[CH:52][CH:53]=1.[ClH:46].[F:47][C:48]1[C:49]2[N:50]([CH:54]=[C:55]([CH2:57][C@@H:58]3[CH2:63][CH2:62][CH2:61][CH2:60][N:59]3[C:8]([C:6]3[C:5]([O:11][CH2:12][CH2:13][CH3:14])=[CH:4][CH:3]=[C:2]([CH3:1])[N:7]=3)=[O:9])[N:56]=2)[CH:51]=[CH:52][CH:53]=1. The catalyst class is: 85. (3) Reactant: [CH2:1]([O:3][C:4]([CH:6]1[C:11](=O)[NH:10][C:9]2[CH:13]=[C:14]([Cl:19])[C:15]([O:17][CH3:18])=[CH:16][C:8]=2[O:7]1)=[O:5])[CH3:2]. Product: [CH2:1]([O:3][C:4]([CH:6]1[CH2:11][NH:10][C:9]2[CH:13]=[C:14]([Cl:19])[C:15]([O:17][CH3:18])=[CH:16][C:8]=2[O:7]1)=[O:5])[CH3:2]. The catalyst class is: 1.